From a dataset of Full USPTO retrosynthesis dataset with 1.9M reactions from patents (1976-2016). Predict the reactants needed to synthesize the given product. Given the product [Cl:1][C:2]1[CH:3]=[C:4]([CH:9]=[C:10]([NH:17][S:14]([CH3:13])(=[O:16])=[O:15])[N:11]=1)[C:5]([O:7][CH3:8])=[O:6], predict the reactants needed to synthesize it. The reactants are: [Cl:1][C:2]1[CH:3]=[C:4]([CH:9]=[C:10](Cl)[N:11]=1)[C:5]([O:7][CH3:8])=[O:6].[CH3:13][S:14]([NH2:17])(=[O:16])=[O:15].P([O-])([O-])([O-])=O.[K+].[K+].[K+].CC1(C)C2C(=C(P(C3C=CC=CC=3)C3C=CC=CC=3)C=CC=2)OC2C(P(C3C=CC=CC=3)C3C=CC=CC=3)=CC=CC1=2.